Dataset: Reaction yield outcomes from USPTO patents with 853,638 reactions. Task: Predict the reaction yield, written as a fraction of the theoretical maximum amount of product (1.0 means a 100% yield; for example, 0.34 means a 34% yield). The reactants are [F:1][C:2]1[CH:3]=[C:4]([C:8]2[C:16]3[O:15][CH:14]([CH2:17][NH2:18])[CH2:13][C:12]=3[CH:11]=[CH:10][CH:9]=2)[CH:5]=[CH:6][CH:7]=1.C(N(C(C)C)CC)(C)C.Cl[C:29]([O:31][CH2:32][C:33]1[CH:38]=[CH:37][CH:36]=[CH:35][CH:34]=1)=[O:30].C1(C2C3OC(CNC(=O)OCC4C=CC=CC=4)CC=3C=CC=2)CCCC1. No catalyst specified. The product is [CH2:32]([O:31][C:29](=[O:30])[NH:18][CH2:17][CH:14]1[CH2:13][C:12]2[CH:11]=[CH:10][CH:9]=[C:8]([C:4]3[CH:5]=[CH:6][CH:7]=[C:2]([F:1])[CH:3]=3)[C:16]=2[O:15]1)[C:33]1[CH:38]=[CH:37][CH:36]=[CH:35][CH:34]=1. The yield is 0.940.